Task: Regression. Given a peptide amino acid sequence and an MHC pseudo amino acid sequence, predict their binding affinity value. This is MHC class II binding data.. Dataset: Peptide-MHC class II binding affinity with 134,281 pairs from IEDB The peptide sequence is TQAFSAHGSGREVID. The MHC is DRB1_0901 with pseudo-sequence DRB1_0901. The binding affinity (normalized) is 0.664.